This data is from Experimentally validated miRNA-target interactions with 360,000+ pairs, plus equal number of negative samples. The task is: Binary Classification. Given a miRNA mature sequence and a target amino acid sequence, predict their likelihood of interaction. The miRNA is hsa-miR-4433a-5p with sequence CGUCCCACCCCCCACUCCUGU. The protein sequence of the target gene is MALPAGPADAICALCQRAPREPVRADCGHRFCRACVVRFWAEEDGPFPCPECADDCWQRAVEPSRPPLSRRLLALEEAAAAPARDGPASEAALQLLCRADGDPLCSACRMAAGPEPPEWEPRWRKALRGKENKGSVEIMRKDLNDARDLHGQAESAAAVWKGHVMDRRKKALTDYKKLRAFFVEEEEHFLQEAEKDEGASEDDELADPADRFRSLLQAVSELEKKHRNLGLSMLLQ. Result: 0 (no interaction).